Dataset: Forward reaction prediction with 1.9M reactions from USPTO patents (1976-2016). Task: Predict the product of the given reaction. (1) Given the reactants [F:1][C:2]([F:33])([F:32])[C:3]1[CH:4]=[C:5]([C@H:13]([O:15][C@H:16]2[O:24][CH2:23][C@@H:19]3[CH2:20][NH:21][CH2:22][C@H:18]3[C@@H:17]2[C:25]2[CH:30]=[CH:29][CH:28]=[CH:27][C:26]=2[CH3:31])[CH3:14])[CH:6]=[C:7]([C:9]([F:12])([F:11])[F:10])[CH:8]=1.[O:34]1[CH:38]=[CH:37][C:36]([C:39](O)=[O:40])=[N:35]1, predict the reaction product. The product is: [F:33][C:2]([F:1])([F:32])[C:3]1[CH:4]=[C:5]([C@H:13]([O:15][C@H:16]2[O:24][CH2:23][C@@H:19]3[CH2:20][N:21]([C:39]([C:36]4[CH:37]=[CH:38][O:34][N:35]=4)=[O:40])[CH2:22][C@H:18]3[C@@H:17]2[C:25]2[CH:30]=[CH:29][CH:28]=[CH:27][C:26]=2[CH3:31])[CH3:14])[CH:6]=[C:7]([C:9]([F:10])([F:11])[F:12])[CH:8]=1. (2) Given the reactants [NH2:1][C:2]1[NH:6][N:5]=[C:4]([NH:7][C:8]2[CH:13]=[CH:12][C:11]([N:14]3[CH2:19][CH2:18][S:17](=[O:21])(=[O:20])[CH2:16][CH2:15]3)=[CH:10][CH:9]=2)[C:3]=1[C:22]([NH2:24])=[O:23].[CH3:25][C:26]1[CH:27]=[C:28]([CH:31]=[C:32]([CH3:35])[C:33]=1[OH:34])[CH:29]=O.[BH4-].[Na+].O, predict the reaction product. The product is: [O:20]=[S:17]1(=[O:21])[CH2:16][CH2:15][N:14]([C:11]2[CH:10]=[CH:9][C:8]([NH:7][C:4]3[C:3]([C:22]([NH2:24])=[O:23])=[C:2]([NH:1][CH2:29][C:28]4[CH:31]=[C:32]([CH3:35])[C:33]([OH:34])=[C:26]([CH3:25])[CH:27]=4)[NH:6][N:5]=3)=[CH:13][CH:12]=2)[CH2:19][CH2:18]1. (3) Given the reactants [C:1]([O:5][C:6]([NH:8][C@H:9]([CH3:12])[CH2:10][OH:11])=[O:7])([CH3:4])([CH3:3])[CH3:2].[H-].[Na+].[F:15][C:16]1[CH:23]=[CH:22][C:19]([CH2:20]Br)=[CH:18][CH:17]=1.O, predict the reaction product. The product is: [C:1]([O:5][C:6]([NH:8][C@@H:9]([CH2:10][O:11][CH2:20][C:19]1[CH:22]=[CH:23][C:16]([F:15])=[CH:17][CH:18]=1)[CH3:12])=[O:7])([CH3:4])([CH3:3])[CH3:2]. (4) Given the reactants [C:1]([O:5][C:6](=[O:17])[NH:7][CH2:8][C:9]1[CH:14]=[C:13]([CH2:15]O)[CH:12]=[CH:11][N:10]=1)([CH3:4])([CH3:3])[CH3:2].C(Br)(Br)(Br)[Br:19].C1(P(C2C=CC=CC=2)C2C=CC=CC=2)C=CC=CC=1, predict the reaction product. The product is: [C:1]([O:5][C:6](=[O:17])[NH:7][CH2:8][C:9]1[CH:14]=[C:13]([CH2:15][Br:19])[CH:12]=[CH:11][N:10]=1)([CH3:4])([CH3:3])[CH3:2]. (5) Given the reactants [C:1]1([C:7]2[CH:15]=[CH:14][CH:13]=[C:12]3[C:8]=2[CH2:9][C:10](=[O:16])[NH:11]3)[CH:6]=[CH:5][CH:4]=[CH:3][CH:2]=1.[CH3:17][C@H:18]1[NH:23][C@@H:22]([CH3:24])[CH2:21][N:20]([C:25]([C:27]2[C:28]([CH3:34])=[C:29]([CH:32]=O)[NH:30][CH:31]=2)=[O:26])[CH2:19]1, predict the reaction product. The product is: [CH3:24][C@H:22]1[NH:23][C@@H:18]([CH3:17])[CH2:19][N:20]([C:25]([C:27]2[C:28]([CH3:34])=[C:29]([CH:32]=[C:9]3[C:8]4[C:12](=[CH:13][CH:14]=[CH:15][C:7]=4[C:1]4[CH:2]=[CH:3][CH:4]=[CH:5][CH:6]=4)[NH:11][C:10]3=[O:16])[NH:30][CH:31]=2)=[O:26])[CH2:21]1. (6) Given the reactants CN([CH:4]=[O:5])C.[CH2:6]([N:13](/C=C/C)C(=O)C)[C:7]1[CH:12]=CC=[CH:9][CH:8]=1.[C:20]([Cl:23])(Cl)=O, predict the reaction product. The product is: [Cl:23][C:20]1[C:9]([CH:4]=[O:5])=[CH:8][C:7]([CH3:12])=[CH:6][N:13]=1. (7) Given the reactants [CH3:1][C:2]1([C:7]2[S:11][C:10]([CH2:12][N:13]3[N:17]=[C:16]([NH2:18])[CH:15]=[N:14]3)=[CH:9][CH:8]=2)[O:6]CCO1.[CH3:19][C:20]1[O:21][C:22]([C:28]2[CH:33]=[CH:32][CH:31]=[C:30]([O:34][C:35]([F:38])([F:37])[F:36])[CH:29]=2)=[C:23]([C:25](O)=[O:26])[N:24]=1, predict the reaction product. The product is: [C:2]([C:7]1[S:11][C:10]([CH2:12][N:13]2[N:17]=[C:16]([NH:18][C:25]([C:23]3[N:24]=[C:20]([CH3:19])[O:21][C:22]=3[C:28]3[CH:33]=[CH:32][CH:31]=[C:30]([O:34][C:35]([F:37])([F:36])[F:38])[CH:29]=3)=[O:26])[CH:15]=[N:14]2)=[CH:9][CH:8]=1)(=[O:6])[CH3:1]. (8) Given the reactants Cl[S:2]([N:5]=[C:6]=O)(=[O:4])=[O:3].S(Cl)(=O)(=O)N.S(Cl)(Cl)(=O)=O.[CH3:18][O:19][C:20](=[O:34])[C:21]1[CH:26]=[CH:25][C:24]([NH:27]CC(OCC)=O)=[CH:23][CH:22]=1.[C:35]([O:38][CH2:39][CH3:40])(=[O:37])C, predict the reaction product. The product is: [CH3:18][O:19][C:20](=[O:34])[C:21]1[CH:22]=[CH:23][C:24]([NH:27][S:2](=[O:3])(=[O:4])[NH:5][CH2:6][C:35]([O:38][CH2:39][CH3:40])=[O:37])=[CH:25][CH:26]=1. (9) Given the reactants Cl[C:2]1[N:3]=[CH:4][C:5]2[N:6]([CH3:21])[C:7](=[O:20])[C:8]([F:19])([F:18])[CH2:9][N:10]([CH:13]3[CH2:17][CH2:16][CH2:15][CH2:14]3)[C:11]=2[N:12]=1.[F:22][C:23]1[CH:29]=[CH:28][C:27]([F:30])=[CH:26][C:24]=1[NH2:25], predict the reaction product. The product is: [CH:13]1([N:10]2[CH2:9][C:8]([F:19])([F:18])[C:7](=[O:20])[N:6]([CH3:21])[C:5]3[CH:4]=[N:3][C:2]([NH:25][C:24]4[CH:26]=[C:27]([F:30])[CH:28]=[CH:29][C:23]=4[F:22])=[N:12][C:11]2=3)[CH2:17][CH2:16][CH2:15][CH2:14]1.